Dataset: Reaction yield outcomes from USPTO patents with 853,638 reactions. Task: Predict the reaction yield, written as a fraction of the theoretical maximum amount of product (1.0 means a 100% yield; for example, 0.34 means a 34% yield). (1) The reactants are [C:1]1([S:7]([NH:10][CH2:11][C:12]2[N:17]=[C:16]([N:18]([CH2:26][C:27]([O:29][C:30](C)(C)[CH3:31])=[O:28])C(OC(C)(C)C)=O)[CH:15]=[CH:14][CH:13]=2)(=[O:9])=[O:8])[CH:6]=[CH:5][CH:4]=[CH:3][CH:2]=1.C(OC(N(CC(OC(C)(C)C)=O)C1C=CC=C(CNS(C2SC=CC=2)(=O)=O)N=1)=O)(C)(C)C.Cl.C(O)C. No catalyst specified. The product is [C:1]1([S:7]([NH:10][CH2:11][C:12]2[N:17]=[C:16]([NH:18][CH2:26][C:27]([O:29][CH2:30][CH3:31])=[O:28])[CH:15]=[CH:14][CH:13]=2)(=[O:8])=[O:9])[CH:2]=[CH:3][CH:4]=[CH:5][CH:6]=1. The yield is 0.910. (2) The reactants are [F:21][C:16](P([C:16]([F:22])([F:21])[C:17]([F:20])([F:19])[F:18])[C:16]([F:22])([F:21])[C:17]([F:20])([F:19])[F:18])([F:22])[C:17]([F:20])([F:19])[F:18].CC(C)([O-])C.[K+].[C:29]([C:37]1[CH:42]=[CH:41][CH:40]=[CH:39][CH:38]=1)(=[O:36])[C:30]1[CH:35]=[CH:34][CH:33]=[CH:32][CH:31]=1.Cl. The catalyst is O1CCCC1. The product is [F:22][C:16]([F:21])([C:17]([F:18])([F:19])[F:20])[C:29]([C:30]1[CH:35]=[CH:34][CH:33]=[CH:32][CH:31]=1)([C:37]1[CH:42]=[CH:41][CH:40]=[CH:39][CH:38]=1)[OH:36]. The yield is 0.620.